From a dataset of Full USPTO retrosynthesis dataset with 1.9M reactions from patents (1976-2016). Predict the reactants needed to synthesize the given product. (1) Given the product [Br:13][C:2]1[CH:10]=[CH:9][C:5]([C:6]([OH:8])=[O:7])=[C:4]([OH:11])[C:3]=1[OH:12], predict the reactants needed to synthesize it. The reactants are: N[C:2]1[CH:10]=[CH:9][C:5]([C:6]([OH:8])=[O:7])=[C:4]([OH:11])[C:3]=1[OH:12].[BrH:13].N([O-])=O.[Na+]. (2) Given the product [Cl:1][C:2]1[CH:7]=[CH:6][CH:5]=[CH:4][C:3]=1[C:8]1[C:17]([I:18])=[C:11]2[N:12]=[CH:13][NH:14][C:15](=[O:16])[N:10]2[N:9]=1, predict the reactants needed to synthesize it. The reactants are: [Cl:1][C:2]1[CH:7]=[CH:6][CH:5]=[CH:4][C:3]=1[C:8]1[CH:17]=[C:11]2[N:12]=[CH:13][NH:14][C:15](=[O:16])[N:10]2[N:9]=1.[I:18]N1C(=O)CCC1=O.O.[O-]S(S([O-])=O)=O.[Na+].[Na+].